From a dataset of Reaction yield outcomes from USPTO patents with 853,638 reactions. Predict the reaction yield, written as a fraction of the theoretical maximum amount of product (1.0 means a 100% yield; for example, 0.34 means a 34% yield). The reactants are FC(F)(F)C([N:5]([C@@H:13]1[CH2:15][C@H:14]1[C:16]1[CH:21]=[CH:20][CH:19]=[CH:18][CH:17]=1)[CH2:6][CH:7]1[CH2:12][CH2:11][NH:10][CH2:9][CH2:8]1)=O.Br[C:25]1[CH:30]=[CH:29][CH:28]=[CH:27][CH:26]=1.CC(C)([O-])C.[Na+].O. The catalyst is C1(C)C=CC=CC=1.C1C=CC(/C=C/C(/C=C/C2C=CC=CC=2)=O)=CC=1.C1C=CC(/C=C/C(/C=C/C2C=CC=CC=2)=O)=CC=1.C1C=CC(/C=C/C(/C=C/C2C=CC=CC=2)=O)=CC=1.[Pd].[Pd]. The product is [C:16]1([C@@H:14]2[CH2:15][C@H:13]2[NH:5][CH2:6][CH:7]2[CH2:8][CH2:9][N:10]([C:25]3[CH:30]=[CH:29][CH:28]=[CH:27][CH:26]=3)[CH2:11][CH2:12]2)[CH:17]=[CH:18][CH:19]=[CH:20][CH:21]=1. The yield is 0.117.